From a dataset of Drug-target binding data from BindingDB using Ki measurements. Regression. Given a target protein amino acid sequence and a drug SMILES string, predict the binding affinity score between them. We predict pKi (pKi = -log10(Ki in M); higher means stronger inhibition). Dataset: bindingdb_ki. (1) The small molecule is CN1CCN(CC/C=C2/c3ccccc3Sc3ccc(S(=O)(=O)N(C)C)cc32)CC1. The target protein (P11229) has sequence MNTSAPPAVSPNITVLAPGKGPWQVAFIGITTGLLSLATVTGNLLVLISFKVNTELKTVNNYFLLSLACADLIIGTFSMNLYTTYLLMGHWALGTLACDLWLALDYVASNASVMNLLLISFDRYFSVTRPLSYRAKRTPRRAALMIGLAWLVSFVLWAPAILFWQYLVGERTVLAGQCYIQFLSQPIITFGTAMAAFYLPVTVMCTLYWRIYRETENRARELAALQGSETPGKGGGSSSSSERSQPGAEGSPETPPGRCCRCCRAPRLLQAYSWKEEEEEDEGSMESLTSSEGEEPGSEVVIKMPMVDPEAQAPTKQPPRSSPNTVKRPTKKGRDRAGKGQKPRGKEQLAKRKTFSLVKEKKAARTLSAILLAFILTWTPYNIMVLVSTFCKDCVPETLWELGYWLCYVNSTINPMCYALCNKAFRDTFRLLLLCRWDKRRWRKIPKRPGSVHRTPSRQC. The pKi is 5.6. (2) The small molecule is COc1ccccc1N1CCN(CCC2C(=O)c3ccccc3C(C)(C)C2=O)CC1. The target protein (P18871) has sequence MGSLQPEAGNASWNGTEAPGGGARATPYSLQVTLTLVCLAGLLMLFTVFGNVLVIIAVFTSRALKAPQNLFLVSLASADILVATLVIPFSLANEVMGYWYFGKAWCEIYLALDVLFCTSSIVHLCAISLDRYWSITQAIEYNLKRTPRRIKAIIVTVWVISAVISFPPLISIEKKAGGGGQQPAEPRCEINDQKWYVISSCIGSFFAPCLIMILVYVRIYQIAKRRTRVPPSRRGPDAAAALPGGAERRPNGLGPERGVGRVGAEAEPLPVQLNGAPGEPAPAGPRDADGLDLEESSSSEHAERPPGPRRSERGPRAKSKARASQVKPGDSLPRRGPGAPGPGAPATGAGEERGGVAKASRWRGRQNREKRFTFVLAVVIGVFVVCWFPFFFTYTLTAVGCSVPPTLFKFFFWFGYCNSSLNPVIYTIFNHDFRRAFKKILCRGDRKRIV. The pKi is 6.4. (3) The compound is CC[C@H]1CCN[C@@H]1C(=O)N1[C@H](C#N)C[C@@H]2C[C@@H]21. The target protein (P22411) has sequence MKTPWKVLLGLLGIAALVTVITVPVVLLNKGTDDAAADSRRTYTLTDYLKSTFRVKFYTLQWISDHEYLYKQENNILLFNAEYGNSSIFLENSTFDELGYSTNDYSVSPDRQFILFEYNYVKQWRHSYTASYDIYDLNKRQLITEERIPNNTQWITWSPVGHKLAYVWNNDIYVKNEPNLSSQRITWTGKENVIYNGVTDWVYEEEVFSAYSALWWSPNGTFLAYAQFNDTEVPLIEYSFYSDESLQYPKTVRIPYPKAGAENPTVKFFVVDTRTLSPNASVTSYQIVPPASVLIGDHYLCGVTWVTEERISLQWIRRAQNYSIIDICDYDESTGRWISSVARQHIEISTTGWVGRFRPAEPHFTSDGNSFYKIISNEEGYKHICHFQTDKSNCTFITKGAWEVIGIEALTSDYLYYISNEHKGMPGGRNLYRIQLNDYTKVTCLSCELNPERCQYYSASFSNKAKYYQLRCFGPGLPLYTLHSSSSDKELRVLEDNSAL.... The pKi is 6.5. (4) The small molecule is Cc1cn(-c2cc(NC(=O)c3ccc(C)c(Nc4nccc(-c5cccnc5)n4)c3)cc(C(F)(F)F)c2)cn1. The target protein sequence is NASPSELRDLLSEFNVLKQVNHPHVIKLYGACSQD. The pKi is 5.1. (5) The small molecule is Nc1nc2c(c(=O)[nH]1)NCN2[C@@H]1O[C@H](COP(=O)(O)OP(=O)(O)OP(=O)(O)O)[C@@H](O)[C@H]1O. The target protein (Q9Y231) has sequence MTSTSKGILRPFLIVCIILGCFMACLLIYIKPTNSWIFSPMESASSVLKMKNFFSTKTDYFNETTILVWVWPFGQTFDLTSCQAMFNIQGCHLTTDRSLYNKSHAVLIHHRDISWDLTNLPQQARPPFQKWIWMNLESPTHTPQKSGIEHLFNLTLTYRRDSDIQVPYGFLTVSTNPFVFEVPSKEKLVCWVVSNWNPEHARVKYYNELSKSIEIHTYGQAFGEYVNDKNLIPTISTCKFYLSFENSIHKDYITEKLYNAFLAGSVPVVLGPSRENYENYIPADSFIHVEDYNSPSELAKYLKEVDKNNKLYLSYFNWRKDFTVNLPRFWESHACLACDHVKRHQEYKSVGNLEKWFWN. The pKi is 4.1.